Dataset: Reaction yield outcomes from USPTO patents with 853,638 reactions. Task: Predict the reaction yield, written as a fraction of the theoretical maximum amount of product (1.0 means a 100% yield; for example, 0.34 means a 34% yield). (1) The reactants are Br[C:2]1[CH:7]=[CH:6][C:5]([Br:8])=[CH:4][C:3]=1[S:9]([OH:12])(=[O:11])=[O:10].[Na].[CH3:14][C:15](N(C)C)=O. The catalyst is [Cu].O. The product is [Br:8][C:5]1[CH:4]=[C:3]([S:9]([OH:12])(=[O:11])=[O:10])[C:2]([C:2]2[C:3]([S:9]([OH:12])(=[O:11])=[O:10])=[CH:4][C:5]([Br:8])=[CH:14][CH:15]=2)=[CH:7][CH:6]=1. The yield is 0.860. (2) The reactants are [Cl:1][C:2]1[CH:9]=[CH:8][C:5]([C:6]#[N:7])=[C:4]([CH3:10])[CH:3]=1.[Cl-].O[NH3+].C([N:17](C(C)C)CC)(C)C.[O:23]1[CH:27]=[CH:26][CH:25]=[C:24]1[C:28](Cl)=[O:29].C(N=C=NC(C)C)(C)C. The catalyst is CO. The product is [Cl:1][C:2]1[CH:9]=[CH:8][C:5]([C:6]2[N:17]=[C:28]([C:24]3[O:23][CH:27]=[CH:26][CH:25]=3)[O:29][N:7]=2)=[C:4]([CH3:10])[CH:3]=1. The yield is 0.288. (3) The reactants are I[C:2]1[C:3]([CH3:25])=[CH:4][CH:5]=[C:6]2[C:11]=1[N:10]=[C:9]([CH3:12])[N:8]=[C:7]2[NH:13][C:14]1[CH:19]=[CH:18][CH:17]=[C:16]([O:20][C:21]([F:24])([F:23])[F:22])[CH:15]=1.[CH3:26][NH:27][C:28]1[N:37]=[CH:36][C:35]2[C:30](=[CH:31][CH:32]=[C:33](B3OC(C)(C)C(C)(C)O3)[CH:34]=2)[N:29]=1.C(=O)([O-])[O-].[Na+].[Na+]. The catalyst is C1C=CC([P]([Pd]([P](C2C=CC=CC=2)(C2C=CC=CC=2)C2C=CC=CC=2)([P](C2C=CC=CC=2)(C2C=CC=CC=2)C2C=CC=CC=2)[P](C2C=CC=CC=2)(C2C=CC=CC=2)C2C=CC=CC=2)(C2C=CC=CC=2)C2C=CC=CC=2)=CC=1.O1CCOCC1. The product is [CH3:12][C:9]1[N:8]=[C:7]([NH:13][C:14]2[CH:19]=[CH:18][CH:17]=[C:16]([O:20][C:21]([F:24])([F:23])[F:22])[CH:15]=2)[C:6]2[C:11](=[C:2]([C:33]3[CH:34]=[C:35]4[C:30](=[CH:31][CH:32]=3)[N:29]=[C:28]([NH:27][CH3:26])[N:37]=[CH:36]4)[C:3]([CH3:25])=[CH:4][CH:5]=2)[N:10]=1. The yield is 0.790. (4) The reactants are [N+:1]([C:4]1[CH:9]=[CH:8][C:7]([C:10]2[CH:15]=[CH:14][CH:13]=[CH:12][C:11]=2[NH2:16])=[CH:6][CH:5]=1)([O-:3])=[O:2].[C:17](O[C:17]([O:19][C:20]([CH3:23])([CH3:22])[CH3:21])=[O:18])([O:19][C:20]([CH3:23])([CH3:22])[CH3:21])=[O:18]. The catalyst is C1(C)C=CC=CC=1. The product is [C:20]([O:19][C:17](=[O:18])[NH:16][C:11]1[CH:12]=[CH:13][CH:14]=[CH:15][C:10]=1[C:7]1[CH:6]=[CH:5][C:4]([N+:1]([O-:3])=[O:2])=[CH:9][CH:8]=1)([CH3:23])([CH3:22])[CH3:21]. The yield is 0.790. (5) The reactants are C([O:5][C:6]([NH:8][C@@H:9]([CH2:13][C:14]1[CH:19]=[CH:18][CH:17]=[CH:16][CH:15]=1)[C@@H:10]1[O:12][CH2:11]1)=[O:7])(C)(C)C.C(O)(=O)CC(CC(O)=O)(C(O)=O)O. The catalyst is C(O)C. The product is [CH2:13]([C@H:9]1[C@H:10]([CH2:11][OH:12])[O:5][C:6](=[O:7])[NH:8]1)[C:14]1[CH:15]=[CH:16][CH:17]=[CH:18][CH:19]=1. The yield is 0.800. (6) The reactants are Cl[C:2]1[N:7]=[C:6]([C:8]2[C:16]3[C:11](=[CH:12][CH:13]=[CH:14][CH:15]=3)[N:10]([S:17]([C:20]3[CH:25]=[CH:24][CH:23]=[CH:22][CH:21]=3)(=[O:19])=[O:18])[CH:9]=2)[C:5]([Cl:26])=[CH:4][N:3]=1.[NH2:27][C@@H:28]1[CH2:33][CH2:32][CH2:31][C@H:30]([NH:34][C:35](=[O:44])[O:36][CH2:37][C:38]2[CH:43]=[CH:42][CH:41]=[CH:40][CH:39]=2)[CH2:29]1.C(N(C(C)C)CC)(C)C. The catalyst is CN1C(=O)CCC1.CCOC(C)=O. The product is [Cl:26][C:5]1[C:6]([C:8]2[C:16]3[C:11](=[CH:12][CH:13]=[CH:14][CH:15]=3)[N:10]([S:17]([C:20]3[CH:25]=[CH:24][CH:23]=[CH:22][CH:21]=3)(=[O:19])=[O:18])[CH:9]=2)=[N:7][C:2]([NH:27][C@@H:28]2[CH2:33][CH2:32][CH2:31][C@H:30]([NH:34][C:35](=[O:44])[O:36][CH2:37][C:38]3[CH:43]=[CH:42][CH:41]=[CH:40][CH:39]=3)[CH2:29]2)=[N:3][CH:4]=1. The yield is 0.400. (7) The reactants are [C:1]([O:5][C:6](=[O:18])[NH:7][CH2:8][CH2:9][C:10]1[CH:15]=[CH:14][C:13]([OH:16])=[C:12]([Br:17])[CH:11]=1)([CH3:4])([CH3:3])[CH3:2].Br[C:20]1[CH:25]=[CH:24][C:23]([C:26]([F:29])([F:28])[F:27])=[CH:22][N:21]=1.C(=O)([O-])[O-].[K+].[K+]. The catalyst is CS(C)=O.O.CCOC(C)=O. The product is [C:1]([O:5][C:6](=[O:18])[NH:7][CH2:8][CH2:9][C:10]1[CH:15]=[CH:14][C:13]([O:16][C:20]2[CH:25]=[CH:24][C:23]([C:26]([F:29])([F:28])[F:27])=[CH:22][N:21]=2)=[C:12]([Br:17])[CH:11]=1)([CH3:4])([CH3:2])[CH3:3]. The yield is 0.780.